Dataset: Forward reaction prediction with 1.9M reactions from USPTO patents (1976-2016). Task: Predict the product of the given reaction. (1) Given the reactants [CH2:1]([N:4]([CH2:22][CH2:23][CH3:24])[C:5]([C:7]1[CH:8]=[C:9]([CH:14]=[C:15]([C:17]2[CH:21]=[CH:20][S:19][CH:18]=2)[CH:16]=1)[C:10]([O:12]C)=[O:11])=[O:6])[CH2:2][CH3:3], predict the reaction product. The product is: [CH2:22]([N:4]([CH2:1][CH2:2][CH3:3])[C:5]([C:7]1[CH:8]=[C:9]([CH:14]=[C:15]([C:17]2[CH:21]=[CH:20][S:19][CH:18]=2)[CH:16]=1)[C:10]([OH:12])=[O:11])=[O:6])[CH2:23][CH3:24]. (2) Given the reactants [C:1](OC(=O)C)(=[O:3])[CH3:2].[Cl:8][C:9]1[CH:10]=[C:11]([NH:23][C:24]2[C:33]3[C:28](=[CH:29][C:30]([O:41][CH3:42])=[C:31]([O:34][CH:35]4[CH2:40][CH2:39][NH:38][CH2:37][CH2:36]4)[CH:32]=3)[N:27]=[CH:26][N:25]=2)[CH:12]=[CH:13][C:14]=1[O:15][CH2:16][C:17]1[CH:22]=[CH:21][CH:20]=[CH:19][N:18]=1.C(=O)([O-])[O-].[K+].[K+], predict the reaction product. The product is: [C:1]([N:38]1[CH2:39][CH2:40][CH:35]([O:34][C:31]2[CH:32]=[C:33]3[C:28](=[CH:29][C:30]=2[O:41][CH3:42])[N:27]=[CH:26][N:25]=[C:24]3[NH:23][C:11]2[CH:12]=[CH:13][C:14]([O:15][CH2:16][C:17]3[CH:22]=[CH:21][CH:20]=[CH:19][N:18]=3)=[C:9]([Cl:8])[CH:10]=2)[CH2:36][CH2:37]1)(=[O:3])[CH3:2]. (3) Given the reactants Cl.C(OC([N:9]1[CH2:14][CH2:13][C:12]([C:16]2[S:17][CH:18]=[C:19]([C:21]3[C:22]([O:36][CH:37]4[CH2:40][CH2:39][CH2:38]4)=[C:23]4[C:28](=[CH:29][CH:30]=3)[N:27]([C:31]([O:33][CH3:34])=[O:32])[C@@H:26]([CH3:35])[CH2:25][CH2:24]4)[N:20]=2)([OH:15])[CH2:11][CH2:10]1)=O)(C)(C)C, predict the reaction product. The product is: [CH:37]1([O:36][C:22]2[C:21]([C:19]3[N:20]=[C:16]([C:12]4([OH:15])[CH2:11][CH2:10][NH:9][CH2:14][CH2:13]4)[S:17][CH:18]=3)=[CH:30][CH:29]=[C:28]3[C:23]=2[CH2:24][CH2:25][C@H:26]([CH3:35])[N:27]3[C:31]([O:33][CH3:34])=[O:32])[CH2:38][CH2:39][CH2:40]1. (4) Given the reactants Cl.[N+:2]([C:5]1[CH:10]=[CH:9][C:8]([CH:11]([NH2:13])[CH3:12])=[CH:7][CH:6]=1)([O-])=O, predict the reaction product. The product is: [NH2:2][C:5]1[CH:10]=[CH:9][C:8]([CH:11]([NH2:13])[CH3:12])=[CH:7][CH:6]=1. (5) Given the reactants [F:1][C:2]([F:25])([F:24])[C:3]1[C:8]2[N:9]=[C:10]([C:14]3[CH:19]=[CH:18][CH:17]=[CH:16][C:15]=3[O:20]C(=O)C)[O:11][C:12](=O)[C:7]=2[CH:6]=[CH:5][CH:4]=1.[F:26][C:27]1[CH:28]=[C:29]([CH2:33][CH2:34][NH2:35])[CH:30]=[CH:31][CH:32]=1, predict the reaction product. The product is: [F:26][C:27]1[CH:28]=[C:29]([CH2:33][CH2:34][N:35]2[C:12](=[O:11])[C:7]3[C:8](=[C:3]([C:2]([F:1])([F:25])[F:24])[CH:4]=[CH:5][CH:6]=3)[N:9]=[C:10]2[C:14]2[CH:19]=[CH:18][CH:17]=[CH:16][C:15]=2[OH:20])[CH:30]=[CH:31][CH:32]=1. (6) Given the reactants [NH2:1][C:2]1[CH:7]=[CH:6][C:5]([C:8]2[NH:12][C:11]3[CH:13]=[CH:14][C:15]([N:17]([CH2:19][CH2:20][O:21][CH3:22])[CH3:18])=[CH:16][C:10]=3[N:9]=2)=[CH:4][C:3]=1[N+:23]([O-])=O, predict the reaction product. The product is: [CH3:22][O:21][CH2:20][CH2:19][N:17]([CH3:18])[C:15]1[CH:14]=[CH:13][C:11]2[NH:12][C:8]([C:5]3[CH:4]=[C:3]([NH2:23])[C:2]([NH2:1])=[CH:7][CH:6]=3)=[N:9][C:10]=2[CH:16]=1.